Dataset: Full USPTO retrosynthesis dataset with 1.9M reactions from patents (1976-2016). Task: Predict the reactants needed to synthesize the given product. (1) Given the product [Cl:28][C:20]1[CH:19]=[C:18]([C@@H:11]([CH2:12][CH:13]2[CH2:14][CH2:15][CH2:16][CH2:17]2)[C:10]([NH:9][C:6]2[CH:5]=[N:4][C:3]([CH2:2][N:31]([CH3:32])[CH3:30])=[CH:8][N:7]=2)=[O:29])[CH:23]=[CH:22][C:21]=1[S:24]([CH3:27])(=[O:26])=[O:25], predict the reactants needed to synthesize it. The reactants are: Br[CH2:2][C:3]1[N:4]=[CH:5][C:6]([NH:9][C:10](=[O:29])[C@@H:11]([C:18]2[CH:23]=[CH:22][C:21]([S:24]([CH3:27])(=[O:26])=[O:25])=[C:20]([Cl:28])[CH:19]=2)[CH2:12][CH:13]2[CH2:17][CH2:16][CH2:15][CH2:14]2)=[N:7][CH:8]=1.[CH3:30][NH:31][CH3:32]. (2) Given the product [ClH:32].[ClH:32].[NH2:7][C@H:8]([CH2:21][C:22]1[CH:27]=[C:26]([F:28])[C:25]([F:29])=[CH:24][C:23]=1[F:30])[CH2:9][C:10]([N:12]1[CH2:17][CH2:16][N:15]2[CH:18]=[CH:19][N:20]=[C:14]2[CH2:13]1)=[O:11], predict the reactants needed to synthesize it. The reactants are: CC(C)(OC([NH:7][C@H:8]([CH2:21][C:22]1[CH:27]=[C:26]([F:28])[C:25]([F:29])=[CH:24][C:23]=1[F:30])[CH2:9][C:10]([N:12]1[CH2:17][CH2:16][N:15]2[CH:18]=[CH:19][N:20]=[C:14]2[CH2:13]1)=[O:11])=O)C.[ClH:32]. (3) Given the product [CH2:1]([O:3][C:4]1[N:8]([C:9]2[C:17]3[O:16][CH2:15][C@H:14]([NH:18][C:19]4[CH:32]=[CH:31][C:22]5[C@H:23]([CH2:26][C:27]([OH:29])=[O:28])[CH2:24][O:25][C:21]=5[CH:20]=4)[C:13]=3[CH:12]=[CH:11][CH:10]=2)[C:7]2[CH:39]=[CH:40][CH:41]=[CH:42][C:6]=2[N:5]=1)[CH3:2], predict the reactants needed to synthesize it. The reactants are: [CH2:1]([O:3][C:4]1[N:8]([C:9]2[C:17]3[O:16][CH2:15][C@H:14]([N:18](C(=O)C(F)(F)F)[C:19]4[CH:32]=[CH:31][C:22]5[C@H:23]([CH2:26][C:27]([O:29]C)=[O:28])[CH2:24][O:25][C:21]=5[CH:20]=4)[C:13]=3[CH:12]=[CH:11][CH:10]=2)[C:7]2[CH:39]=[CH:40][CH:41]=[CH:42][C:6]=2[N:5]=1)[CH3:2].[OH-].[Na+].Cl. (4) Given the product [OH:31][C@H:30]([C:29]1[C:21]([CH3:20])=[C:22]2[C:26](=[CH:27][CH:28]=1)[C:25](=[O:33])[O:24][CH2:23]2)[CH2:32][N:9]1[CH2:8][CH2:7][C:6]2([O:1][CH2:2][CH2:3][N:4]([C:12]3[CH:19]=[CH:18][C:15]([C:16]#[N:17])=[CH:14][N:13]=3)[CH2:5]2)[CH2:11][CH2:10]1, predict the reactants needed to synthesize it. The reactants are: [O:1]1[C:6]2([CH2:11][CH2:10][NH:9][CH2:8][CH2:7]2)[CH2:5][N:4]([C:12]2[CH:19]=[CH:18][C:15]([C:16]#[N:17])=[CH:14][N:13]=2)[CH2:3][CH2:2]1.[CH3:20][C:21]1[C:29]([C@@H:30]2[CH2:32][O:31]2)=[CH:28][CH:27]=[C:26]2[C:22]=1[CH2:23][O:24][C:25]2=[O:33]. (5) Given the product [Br:1][C:2]1[CH:7]=[CH:6][C:5]([CH2:8][CH2:9][CH2:10][N:12]2[CH2:16][CH2:15][CH2:14][CH2:13]2)=[CH:4][CH:3]=1, predict the reactants needed to synthesize it. The reactants are: [Br:1][C:2]1[CH:7]=[CH:6][C:5]([CH2:8][CH2:9][CH2:10]Br)=[CH:4][CH:3]=1.[NH:12]1[CH2:16][CH2:15][CH2:14][CH2:13]1.C(=O)([O-])[O-].[Cs+].[Cs+].O.